From a dataset of Forward reaction prediction with 1.9M reactions from USPTO patents (1976-2016). Predict the product of the given reaction. (1) Given the reactants [C:1]1([S:7]([CH:10]([CH2:23][CH2:24][CH2:25][CH2:26][CH:27]=[CH:28][CH2:29][CH:30]=[CH:31][CH2:32][CH:33]=[CH:34][CH2:35][CH:36]=[CH:37][CH2:38][CH2:39][CH2:40][CH2:41][CH3:42])[CH2:11][CH2:12][CH2:13][CH2:14][CH2:15][CH2:16][CH2:17][CH2:18][CH2:19][CH2:20][CH2:21][OH:22])(=[O:9])=[O:8])[CH:6]=[CH:5][CH:4]=[CH:3][CH:2]=1.CC(C)=[O:45], predict the reaction product. The product is: [C:1]1([S:7]([CH:10]([CH2:23][CH2:24][CH2:25][CH2:26]/[CH:27]=[CH:28]\[CH2:29]/[CH:30]=[CH:31]\[CH2:32]/[CH:33]=[CH:34]\[CH2:35]/[CH:36]=[CH:37]\[CH2:38][CH2:39][CH2:40][CH2:41][CH3:42])[CH2:11][CH2:12][CH2:13][CH2:14][CH2:15][CH2:16][CH2:17][CH2:18][CH2:19][CH2:20][C:21]([OH:45])=[O:22])(=[O:8])=[O:9])[CH:2]=[CH:3][CH:4]=[CH:5][CH:6]=1. (2) Given the reactants [CH3:1][N:2]([CH3:21])[CH2:3][C:4]1[CH:5]2[CH2:20][CH:8]([C:9]=1[C:10]1[CH:19]=[CH:18][C:13]3[S:14][C:15](C)=[CH:16][C:12]=3[CH:11]=1)[CH2:7][CH2:6]2.[K+].[Br-], predict the reaction product. The product is: [S:14]1[CH:13]=[CH:18][C:19]2[C:10]([C:9]3[CH:8]4[CH2:20][CH:5]([CH2:6][CH2:7]4)[C:4]=3[CH2:3][N:2]([CH3:1])[CH3:21])=[CH:11][CH:12]=[CH:16][C:15]1=2.